From a dataset of Forward reaction prediction with 1.9M reactions from USPTO patents (1976-2016). Predict the product of the given reaction. (1) The product is: [ClH:29].[ClH:29].[F:1][C:2]1[CH:10]=[C:9]2[C:5]([CH2:6][CH2:7][CH:8]2[NH:11][C:12]2[C:17]([NH2:18])=[CH:16][CH:15]=[C:14]([NH:21][C:22]3[NH:23][N:24]=[C:25]([CH3:27])[CH:26]=3)[N:13]=2)=[CH:4][CH:3]=1. Given the reactants [F:1][C:2]1[CH:10]=[C:9]2[C:5]([CH2:6][CH2:7][CH:8]2[NH:11][C:12]2[C:17]([N+:18]([O-])=O)=[CH:16][CH:15]=[C:14]([NH:21][C:22]3[NH:23][N:24]=[C:25]([CH3:27])[CH:26]=3)[N:13]=2)=[CH:4][CH:3]=1.[In].[ClH:29], predict the reaction product. (2) Given the reactants [I:1][C:2]1[CH:46]=[CH:45][C:5]([CH2:6][O:7][CH:8]([C:30]2[S:31][C:32]([C:35]3[CH:40]=[CH:39][C:38]([C:41]([F:44])([F:43])[F:42])=[CH:37][CH:36]=3)=[CH:33][CH:34]=2)[CH2:9][CH2:10][C:11]2[CH:27]=[CH:26][C:14]([O:15][C:16]([CH3:25])([CH3:24])[C:17]([O:19]C(C)(C)C)=[O:18])=[C:13]([Cl:28])[C:12]=2[Cl:29])=[CH:4][CH:3]=1.FC(F)(F)C(O)=O, predict the reaction product. The product is: [I:1][C:2]1[CH:46]=[CH:45][C:5]([CH2:6][O:7][CH:8]([C:30]2[S:31][C:32]([C:35]3[CH:36]=[CH:37][C:38]([C:41]([F:42])([F:44])[F:43])=[CH:39][CH:40]=3)=[CH:33][CH:34]=2)[CH2:9][CH2:10][C:11]2[CH:27]=[CH:26][C:14]([O:15][C:16]([CH3:25])([CH3:24])[C:17]([OH:19])=[O:18])=[C:13]([Cl:28])[C:12]=2[Cl:29])=[CH:4][CH:3]=1. (3) Given the reactants [OH:1][OH:2].[CH2:3]=[CH:4][CH3:5], predict the reaction product. The product is: [OH:1][OH:2].[CH2:3]1[O:1][CH:4]1[CH3:5].[CH2:3]=[CH:4][CH3:5]. (4) Given the reactants [Br:1]Br.C(Cl)(Cl)Cl.[O:7]=[C:8]([CH2:14][CH3:15])[CH2:9][C:10]([O:12][CH3:13])=[O:11], predict the reaction product. The product is: [Br:1][CH:14]([CH3:15])[C:8](=[O:7])[CH2:9][C:10]([O:12][CH3:13])=[O:11]. (5) The product is: [C:19]([C:18]1[CH:17]=[CH:16][C:15]([N:14]2[C:10]([C:8]3[C:7]([CH3:23])=[C:6]([C:24]4[CH:29]=[CH:28][CH:27]=[C:26]([C:30]([F:32])([F:33])[F:31])[CH:25]=4)[C:5]4[N:4]([N:3]=[C:2]([NH:1][C:40](=[O:41])[CH2:39][CH2:38][CH2:37][N:36]([CH3:43])[CH3:35])[N:34]=4)[CH:9]=3)=[CH:11][CH:12]=[N:13]2)=[CH:22][CH:21]=1)#[N:20]. Given the reactants [NH2:1][C:2]1[N:34]=[C:5]2[C:6]([C:24]3[CH:29]=[CH:28][CH:27]=[C:26]([C:30]([F:33])([F:32])[F:31])[CH:25]=3)=[C:7]([CH3:23])[C:8]([C:10]3[N:14]([C:15]4[CH:22]=[CH:21][C:18]([C:19]#[N:20])=[CH:17][CH:16]=4)[N:13]=[CH:12][CH:11]=3)=[CH:9][N:4]2[N:3]=1.[CH3:35][N:36]([CH3:43])[CH2:37][CH2:38][CH2:39][C:40](O)=[O:41], predict the reaction product. (6) Given the reactants Br[C:2]1[CH:3]=[C:4]2[C:9](=[CH:10][C:11]=1[O:12][CH3:13])[C:8]([CH3:15])([CH3:14])[C:7](=[O:16])[CH2:6][CH2:5]2.[CH3:17][CH:18](C1C=C(C(C)C)C(C2C=CC=CC=2P(C2CCCCC2)C2CCCCC2)=C(C(C)C)C=1)C.C[Si](C#C)(C)C, predict the reaction product. The product is: [C:17]([C:2]1[CH:3]=[C:4]2[C:9](=[CH:10][C:11]=1[O:12][CH3:13])[C:8]([CH3:15])([CH3:14])[C:7](=[O:16])[CH2:6][CH2:5]2)#[CH:18]. (7) Given the reactants [Br:1][C:2]1[CH:9]=[CH:8][C:5]([C:6]#[N:7])=[C:4](F)[CH:3]=1.Cl.[NH2:12][CH2:13][C:14]([NH2:16])=[O:15].C([O-])([O-])=O.[K+].[K+], predict the reaction product. The product is: [Br:1][C:2]1[CH:9]=[CH:8][C:5]([C:6]#[N:7])=[C:4]([NH:12][CH2:13][C:14]([NH2:16])=[O:15])[CH:3]=1. (8) Given the reactants [CH3:1][S:2]([C:5]1[CH:10]=[CH:9][CH:8]=[CH:7][C:6]=1[S:11](Cl)(=[O:13])=[O:12])(=[O:4])=[O:3].[H-].[Na+].[CH3:17][C:18]([CH3:31])([CH3:30])[C:19]([O:21][NH:22][C:23]([O:25][C:26]([CH3:29])([CH3:28])[CH3:27])=[O:24])=[O:20], predict the reaction product. The product is: [CH3:17][C:18]([CH3:31])([CH3:30])[C:19]([O:21][N:22]([S:11]([C:6]1[CH:7]=[CH:8][CH:9]=[CH:10][C:5]=1[S:2]([CH3:1])(=[O:4])=[O:3])(=[O:13])=[O:12])[C:23](=[O:24])[O:25][C:26]([CH3:29])([CH3:28])[CH3:27])=[O:20].